Regression. Given two drug SMILES strings and cell line genomic features, predict the synergy score measuring deviation from expected non-interaction effect. From a dataset of NCI-60 drug combinations with 297,098 pairs across 59 cell lines. (1) Drug 2: C(CCl)NC(=O)N(CCCl)N=O. Cell line: HOP-92. Drug 1: CS(=O)(=O)OCCCCOS(=O)(=O)C. Synergy scores: CSS=10.7, Synergy_ZIP=-5.76, Synergy_Bliss=-7.36, Synergy_Loewe=-3.18, Synergy_HSA=-3.19. (2) Drug 1: C1=NC2=C(N=C(N=C2N1C3C(C(C(O3)CO)O)F)Cl)N. Drug 2: N.N.Cl[Pt+2]Cl. Cell line: A549. Synergy scores: CSS=53.9, Synergy_ZIP=0.0866, Synergy_Bliss=1.83, Synergy_Loewe=0.542, Synergy_HSA=4.52. (3) Drug 1: CC1CCC2CC(C(=CC=CC=CC(CC(C(=O)C(C(C(=CC(C(=O)CC(OC(=O)C3CCCCN3C(=O)C(=O)C1(O2)O)C(C)CC4CCC(C(C4)OC)OCCO)C)C)O)OC)C)C)C)OC. Drug 2: C1CNP(=O)(OC1)N(CCCl)CCCl. Cell line: NCI-H226. Synergy scores: CSS=-2.33, Synergy_ZIP=-0.479, Synergy_Bliss=-2.61, Synergy_Loewe=-6.12, Synergy_HSA=-3.81. (4) Drug 1: C1C(C(OC1N2C=NC3=C(N=C(N=C32)Cl)N)CO)O. Drug 2: CNC(=O)C1=NC=CC(=C1)OC2=CC=C(C=C2)NC(=O)NC3=CC(=C(C=C3)Cl)C(F)(F)F. Cell line: SNB-75. Synergy scores: CSS=0.687, Synergy_ZIP=-0.430, Synergy_Bliss=-1.25, Synergy_Loewe=-5.21, Synergy_HSA=-2.86. (5) Drug 1: C1=CN(C(=O)N=C1N)C2C(C(C(O2)CO)O)O.Cl. Drug 2: C1=NC2=C(N=C(N=C2N1C3C(C(C(O3)CO)O)O)F)N. Cell line: LOX IMVI. Synergy scores: CSS=41.5, Synergy_ZIP=0.759, Synergy_Bliss=-0.0419, Synergy_Loewe=-16.6, Synergy_HSA=0.812.